This data is from Peptide-MHC class I binding affinity with 185,985 pairs from IEDB/IMGT. The task is: Regression. Given a peptide amino acid sequence and an MHC pseudo amino acid sequence, predict their binding affinity value. This is MHC class I binding data. (1) The peptide sequence is ISPNVGNL. The binding affinity (normalized) is 0.604. The MHC is H-2-Kb with pseudo-sequence H-2-Kb. (2) The peptide sequence is YECTSRHFT. The MHC is HLA-B15:09 with pseudo-sequence HLA-B15:09. The binding affinity (normalized) is 0.0847.